Dataset: Forward reaction prediction with 1.9M reactions from USPTO patents (1976-2016). Task: Predict the product of the given reaction. The product is: [CH3:30][O:31][C:32]1[CH:33]=[C:34]([NH:35][C:2]2[C:3]3[NH:20][N:19]=[CH:18][C:4]=3[N:5]=[C:6]([C:8]3[CH:13]=[CH:12][CH:11]=[C:10]([S:14]([CH3:17])(=[O:15])=[O:16])[CH:9]=3)[N:7]=2)[CH:36]=[CH:37][C:38]=1[O:39][CH3:40]. Given the reactants Cl[C:2]1[C:3]2[C:4](=[CH:18][N:19](CC3C=CC(OC)=CC=3)[N:20]=2)[N:5]=[C:6]([C:8]2[CH:13]=[CH:12][CH:11]=[C:10]([S:14]([CH3:17])(=[O:16])=[O:15])[CH:9]=2)[N:7]=1.[CH3:30][O:31][C:32]1[CH:33]=[C:34]([CH:36]=[CH:37][C:38]=1[O:39][CH3:40])[NH2:35].Cl, predict the reaction product.